This data is from Peptide-MHC class II binding affinity with 134,281 pairs from IEDB. The task is: Regression. Given a peptide amino acid sequence and an MHC pseudo amino acid sequence, predict their binding affinity value. This is MHC class II binding data. (1) The peptide sequence is DRTELLEMVCFHEFL. The MHC is DRB1_0405 with pseudo-sequence DRB1_0405. The binding affinity (normalized) is 0.452. (2) The peptide sequence is LAKYKANWIEIMRIK. The MHC is HLA-DQA10301-DQB10301 with pseudo-sequence HLA-DQA10301-DQB10301. The binding affinity (normalized) is 0.198.